Regression/Classification. Given a drug SMILES string, predict its toxicity properties. Task type varies by dataset: regression for continuous values (e.g., LD50, hERG inhibition percentage) or binary classification for toxic/non-toxic outcomes (e.g., AMES mutagenicity, cardiotoxicity, hepatotoxicity). Dataset: ld50_zhu. From a dataset of Acute oral toxicity (LD50) regression data from Zhu et al.. (1) The compound is CCN(CC)CCO. The rat oral LD50 is 1.96, given as -log10 of the dose in mol/kg body weight (higher means more acutely toxic). (2) The molecule is O=C1C(CCS(=O)c2ccccc2)C(=O)N(c2ccccc2)N1c1ccccc1. The rat oral LD50 is 3.05, given as -log10 of the dose in mol/kg body weight (higher means more acutely toxic).